Dataset: Catalyst prediction with 721,799 reactions and 888 catalyst types from USPTO. Task: Predict which catalyst facilitates the given reaction. (1) Reactant: [CH3:1][O:2][P:3]([C:7]1[CH:21]=[C:20]([F:22])[CH:19]=[CH:18][C:8]=1[CH2:9][NH:10]C(=O)OC(C)(C)C)([O:5][CH3:6])=[O:4].[F:23][C:24]([F:29])([F:28])[C:25]([OH:27])=[O:26]. Product: [F:23][C:24]([F:29])([F:28])[C:25]([OH:27])=[O:26].[NH2:10][CH2:9][C:8]1[CH:18]=[CH:19][C:20]([F:22])=[CH:21][C:7]=1[P:3](=[O:4])([O:5][CH3:6])[O:2][CH3:1]. The catalyst class is: 4. (2) Reactant: [Cl:1][C:2]1[CH:3]=[CH:4][C:5]([C:25]#[N:26])=[C:6]([C:8]2[C:13]([O:14][CH3:15])=[CH:12][N:11]([CH:16]([CH2:20][CH2:21][O:22][CH3:23])[C:17]([OH:19])=O)[C:10](=[O:24])[CH:9]=2)[CH:7]=1.[N:27]1([CH2:33][C:34]2[N:38]3[CH:39]=[C:40]([NH2:43])[CH:41]=[CH:42][C:37]3=[N:36][N:35]=2)[CH2:32][CH2:31][O:30][CH2:29][CH2:28]1.C(P1(=O)OP(CCC)(=O)OP(CCC)(=O)O1)CC. Product: [Cl:1][C:2]1[CH:3]=[CH:4][C:5]([C:25]#[N:26])=[C:6]([C:8]2[C:13]([O:14][CH3:15])=[CH:12][N:11]([CH:16]([CH2:20][CH2:21][O:22][CH3:23])[C:17]([NH:43][C:40]3[CH:41]=[CH:42][C:37]4[N:38]([C:34]([CH2:33][N:27]5[CH2:32][CH2:31][O:30][CH2:29][CH2:28]5)=[N:35][N:36]=4)[CH:39]=3)=[O:19])[C:10](=[O:24])[CH:9]=2)[CH:7]=1. The catalyst class is: 17. (3) The catalyst class is: 11. Product: [OH:1][C:2]([C:7]1[S:8][CH:9]=[CH:10][CH:11]=1)([C:12]1[S:13][CH:14]=[CH:15][CH:16]=1)[C:3]([O:5][C@H:6]1[CH2:23][CH2:22][C@H:21]([N:24]([C:25]([O:26][C:27]([CH3:29])([CH3:28])[CH3:30])=[O:31])[CH3:32])[CH2:20][CH2:19]1)=[O:4]. Reactant: [OH:1][C:2]([C:12]1[S:13][CH:14]=[CH:15][CH:16]=1)([C:7]1[S:8][CH:9]=[CH:10][CH:11]=1)[C:3]([O:5][CH3:6])=[O:4].O[C@H]1[CH2:23][CH2:22][C@H:21]([N:24]([CH3:32])[C:25](=[O:31])[O:26][C:27]([CH3:30])([CH3:29])[CH3:28])[CH2:20][CH2:19]1.[H-].[Na+]. (4) Reactant: CS(O[CH2:6][C:7]([CH3:12])([CH3:11])[C:8](=[O:10])[CH3:9])(=O)=O.[F:13][C:14]([F:23])([F:22])[C:15]1[CH:20]=[CH:19][C:18]([SH:21])=[CH:17][CH:16]=1.C([O-])([O-])=O.[K+].[K+]. Product: [CH3:12][C:7]([CH3:11])([CH2:6][S:21][C:18]1[CH:17]=[CH:16][C:15]([C:14]([F:13])([F:22])[F:23])=[CH:20][CH:19]=1)[C:8](=[O:10])[CH3:9]. The catalyst class is: 7. (5) Reactant: [CH3:1][O:2][C:3]1[CH:8]=[CH:7][C:6]([C@@H:9]2[C@@H:14]([O:15][CH2:16][C:17]3[CH:18]=[CH:19][C:20]4[O:25][CH2:24][CH2:23][N:22]([CH2:26][CH2:27][CH2:28][O:29][CH3:30])[C:21]=4[CH:31]=3)[CH2:13][N:12]([S:32]([C:35]3[CH:40]=[CH:39][C:38]([CH3:41])=[CH:37][CH:36]=3)(=[O:34])=[O:33])[C@H:11]([CH2:42][C:43]#[N:44])[CH2:10]2)=[CH:5][CH:4]=1.O1CCCC1.B. Product: [CH3:1][O:2][C:3]1[CH:4]=[CH:5][C:6]([C@@H:9]2[C@@H:14]([O:15][CH2:16][C:17]3[CH:18]=[CH:19][C:20]4[O:25][CH2:24][CH2:23][N:22]([CH2:26][CH2:27][CH2:28][O:29][CH3:30])[C:21]=4[CH:31]=3)[CH2:13][N:12]([S:32]([C:35]3[CH:40]=[CH:39][C:38]([CH3:41])=[CH:37][CH:36]=3)(=[O:33])=[O:34])[C@H:11]([CH2:42][CH2:43][NH2:44])[CH2:10]2)=[CH:7][CH:8]=1. The catalyst class is: 7.